This data is from Forward reaction prediction with 1.9M reactions from USPTO patents (1976-2016). The task is: Predict the product of the given reaction. The product is: [CH3:19][S:20][C:11]1[C:12]([O:17][CH3:18])=[CH:13][C:14]2[C:9]([CH:10]=1)=[CH:8][C:7]([C:1]1[CH:2]=[CH:3][CH:4]=[CH:5][CH:6]=1)=[CH:16][CH:15]=2. Given the reactants [C:1]1([C:7]2[CH:8]=[C:9]3[C:14](=[CH:15][CH:16]=2)[CH:13]=[C:12]([O:17][CH3:18])[CH:11]=[CH:10]3)[CH:6]=[CH:5][CH:4]=[CH:3][CH:2]=1.[CH3:19][S:20]SC, predict the reaction product.